From a dataset of Reaction yield outcomes from USPTO patents with 853,638 reactions. Predict the reaction yield, written as a fraction of the theoretical maximum amount of product (1.0 means a 100% yield; for example, 0.34 means a 34% yield). (1) The reactants are [Cl:1][C:2]1[CH:3]=[CH:4][C:5]2[N:6]=[CH:7][C:8](=O)[NH:9][C:10]=2[N:11]=1.O=P(Cl)(Cl)[Cl:15]. No catalyst specified. The product is [Cl:15][C:8]1[N:9]=[C:10]2[N:11]=[C:2]([Cl:1])[CH:3]=[CH:4][C:5]2=[N:6][CH:7]=1. The yield is 0.900. (2) The reactants are [CH2:1]([O:3][C:4](=[O:16])[CH2:5][C:6]1[C:7]2[CH:14]=[CH:13][C:12]([OH:15])=[CH:11][C:8]=2[S:9][CH:10]=1)[CH3:2].C(N(CC)CC)C.[F:24][C:25]([F:38])([F:37])[S:26](O[S:26]([C:25]([F:38])([F:37])[F:24])(=[O:28])=[O:27])(=[O:28])=[O:27]. The catalyst is ClCCl. The product is [CH2:1]([O:3][C:4](=[O:16])[CH2:5][C:6]1[C:7]2[CH:14]=[CH:13][C:12]([O:15][S:26]([C:25]([F:38])([F:37])[F:24])(=[O:28])=[O:27])=[CH:11][C:8]=2[S:9][CH:10]=1)[CH3:2]. The yield is 0.980. (3) The reactants are [F:1][C:2]1[CH:7]=[C:6](I)[CH:5]=[C:4]([F:9])[CH:3]=1.[C:10]([O:15][CH2:16][CH3:17])(=[O:14])[C:11]#[C:12][CH3:13].N1CCC[C@H]1C(O)=O.C(=O)([O-])[O-].[Na+].[Na+].[N-:32]=[N+:33]=[N-:34].[Na+]. The yield is 0.149. The catalyst is O.CS(C)=O.O.O.O.O.O.S([O-])([O-])(=O)=O.[Cu+2]. The product is [F:1][C:2]1[CH:7]=[C:6]([N:32]2[C:12]([CH3:13])=[C:11]([C:10]([O:15][CH2:16][CH3:17])=[O:14])[N:34]=[N:33]2)[CH:5]=[C:4]([F:9])[CH:3]=1.